This data is from Full USPTO retrosynthesis dataset with 1.9M reactions from patents (1976-2016). The task is: Predict the reactants needed to synthesize the given product. (1) Given the product [CH2:1]([O:3][C:4]([N:6]1[C:15]2[C:10](=[N:11][C:12]([O:16][CH3:17])=[CH:13][CH:14]=2)[C@@H:9]([NH:18][C:19]2[CH:24]=[C:23]([Cl:25])[N:22]=[C:21]([CH2:35][C:34]3[CH:37]=[C:38]([C:40]([F:42])([F:43])[F:41])[CH:39]=[C:32]([C:31]([F:30])([F:44])[F:45])[CH:33]=3)[N:20]=2)[CH2:8][C@H:7]1[CH2:26][CH3:27])=[O:5])[CH3:2], predict the reactants needed to synthesize it. The reactants are: [CH2:1]([O:3][C:4]([N:6]1[C:15]2[C:10](=[N:11][C:12]([O:16][CH3:17])=[CH:13][CH:14]=2)[C@@H:9]([NH:18][C:19]2[CH:24]=[C:23]([Cl:25])[N:22]=[CH:21][N:20]=2)[CH2:8][C@H:7]1[CH2:26][CH3:27])=[O:5])[CH3:2].[H-].[Na+].[F:30][C:31]([F:45])([F:44])[C:32]1[CH:33]=[C:34]([CH:37]=[C:38]([C:40]([F:43])([F:42])[F:41])[CH:39]=1)[CH2:35]Br. (2) Given the product [C:8]([C:6]1[CH:7]=[C:2]([Cl:1])[C:3]([N:14]2[CH2:19][CH2:18][N:17]([C:20]([O:22][C:23]([CH3:26])([CH3:24])[CH3:25])=[O:21])[CH2:16][CH2:15]2)=[N:4][CH:5]=1)(=[O:9])[CH2:27][CH2:28][CH3:29], predict the reactants needed to synthesize it. The reactants are: [Cl:1][C:2]1[C:3]([N:14]2[CH2:19][CH2:18][N:17]([C:20]([O:22][C:23]([CH3:26])([CH3:25])[CH3:24])=[O:21])[CH2:16][CH2:15]2)=[N:4][CH:5]=[C:6]([C:8](N(OC)C)=[O:9])[CH:7]=1.[CH2:27]([Mg]Cl)[CH2:28][CH3:29].Cl. (3) Given the product [C:15]1([C:21]2[N:25]=[C:24]([N:26]3[CH2:31][CH2:30][N:29]([C:7]([NH:6][C:2]4[S:1][CH:5]=[N:4][N:3]=4)=[O:14])[CH2:28][CH2:27]3)[S:23][N:22]=2)[CH:16]=[CH:17][CH:18]=[CH:19][CH:20]=1, predict the reactants needed to synthesize it. The reactants are: [S:1]1[CH:5]=[N:4][N:3]=[C:2]1[NH:6][C:7](=[O:14])OCC(Cl)(Cl)Cl.[C:15]1([C:21]2[N:25]=[C:24]([N:26]3[CH2:31][CH2:30][NH:29][CH2:28][CH2:27]3)[S:23][N:22]=2)[CH:20]=[CH:19][CH:18]=[CH:17][CH:16]=1.C(N(C(C)C)CC)(C)C.O. (4) The reactants are: [OH:1][C:2]1[CH:7]=[CH:6][CH:5]=[CH:4][C:3]=1[C:8](=[O:10])[CH3:9].[C:11]([N:19]1[CH2:24][CH2:23][C:22](=O)[CH2:21][CH2:20]1)(=[O:18])[C:12]1[CH:17]=[CH:16][CH:15]=[CH:14][CH:13]=1.N1CCCC1. Given the product [C:11]([N:19]1[CH2:24][CH2:23][C:22]2([CH2:9][C:8](=[O:10])[C:3]3[C:2](=[CH:7][CH:6]=[CH:5][CH:4]=3)[O:1]2)[CH2:21][CH2:20]1)(=[O:18])[C:12]1[CH:17]=[CH:16][CH:15]=[CH:14][CH:13]=1, predict the reactants needed to synthesize it. (5) Given the product [Br:1][C:2]1[N:7]=[C:6]([CH:8]([CH2:22][CH2:23][O:24][Si:25]([C:28]([CH3:31])([CH3:30])[CH3:29])([CH3:27])[CH3:26])[C:9]#[N:10])[CH:5]=[CH:4][CH:3]=1, predict the reactants needed to synthesize it. The reactants are: [Br:1][C:2]1[N:7]=[C:6]([CH2:8][C:9]#[N:10])[CH:5]=[CH:4][CH:3]=1.[Li+].C[Si]([N-][Si](C)(C)C)(C)C.Br[CH2:22][CH2:23][O:24][Si:25]([C:28]([CH3:31])([CH3:30])[CH3:29])([CH3:27])[CH3:26].